From a dataset of Full USPTO retrosynthesis dataset with 1.9M reactions from patents (1976-2016). Predict the reactants needed to synthesize the given product. (1) Given the product [CH:11]([C:10]1[CH:9]=[N:8][N:5]2[CH:6]=[CH:7][C:2]([C:19]3[S:20][C:16]([C:13]([OH:15])=[O:14])=[CH:17][CH:18]=3)=[N:3][C:4]=12)=[O:12], predict the reactants needed to synthesize it. The reactants are: Cl[C:2]1[CH:7]=[CH:6][N:5]2[N:8]=[CH:9][C:10]([CH:11]=[O:12])=[C:4]2[N:3]=1.[C:13]([C:16]1[S:20][C:19](B(O)O)=[CH:18][CH:17]=1)([OH:15])=[O:14].C(N(CC)CC)C. (2) Given the product [C:15]([C:14]1[CH:13]=[CH:12][CH:11]=[C:10]([CH:19]([C:27]2[CH:28]=[C:29]([C:33]3[CH:38]=[CH:37][CH:36]=[CH:35][C:34]=3[O:39][CH3:40])[CH:30]=[CH:31][CH:32]=2)[C:21]2[CH:26]=[CH:25][CH:24]=[CH:23][CH:22]=2)[C:9]=1[OH:8])([CH3:18])([CH3:16])[CH3:17], predict the reactants needed to synthesize it. The reactants are: C([O:8][C:9]1[C:14]([C:15]([CH3:18])([CH3:17])[CH3:16])=[CH:13][CH:12]=[CH:11][C:10]=1[C:19]([C:27]1[CH:28]=[C:29]([C:33]2[CH:38]=[CH:37][CH:36]=[CH:35][C:34]=2[O:39][CH3:40])[CH:30]=[CH:31][CH:32]=1)([C:21]1[CH:26]=[CH:25][CH:24]=[CH:23][CH:22]=1)O)C1C=CC=CC=1. (3) Given the product [NH2:41][CH:38]1[CH2:37][CH2:36][N:35]([CH2:34][C:31]2[CH:30]=[CH:29][C:28]([C:26]3[S:27][C:20]4[C:21](=[N:22][CH:23]=[CH:24][C:19]=4[O:18][C:15]4[CH:16]=[CH:17][C:11]5[O:10][C:9]([NH:8][C:5]6[CH:6]=[CH:7][C:2]([Cl:1])=[CH:3][CH:4]=6)=[N:13][C:12]=5[CH:14]=4)[CH:25]=3)=[N:33][CH:32]=2)[CH2:40][CH2:39]1, predict the reactants needed to synthesize it. The reactants are: [Cl:1][C:2]1[CH:7]=[CH:6][C:5]([NH:8][C:9]2[O:10][C:11]3[CH:17]=[CH:16][C:15]([O:18][C:19]4[CH:24]=[CH:23][N:22]=[C:21]5[CH:25]=[C:26]([C:28]6[N:33]=[CH:32][C:31]([CH2:34][N:35]7[CH2:40][CH2:39][CH:38]([NH:41]C(=O)OC(C)(C)C)[CH2:37][CH2:36]7)=[CH:30][CH:29]=6)[S:27][C:20]=45)=[CH:14][C:12]=3[N:13]=2)=[CH:4][CH:3]=1.Cl.O1CCOCC1. (4) Given the product [C:22]([O:21][C:19]([N:17]1[CH2:18][C@@H:14]([O:13][C:49](=[O:50])[C:48]2[CH:47]=[CH:46][C:45]([N+:42]([O-:44])=[O:43])=[CH:53][CH:52]=2)[CH2:15][C@@H:16]1[C:26](=[O:41])[NH:27][C:28]1[CH:33]=[CH:32][C:31]([N:34]2[CH2:39][CH2:38][O:37][CH2:36][C:35]2=[O:40])=[CH:30][CH:29]=1)=[O:20])([CH3:25])([CH3:24])[CH3:23], predict the reactants needed to synthesize it. The reactants are: N(C(OCC)=O)=NC(OCC)=O.[OH:13][C@H:14]1[CH2:18][N:17]([C:19]([O:21][C:22]([CH3:25])([CH3:24])[CH3:23])=[O:20])[C@@H:16]([C:26](=[O:41])[NH:27][C:28]2[CH:33]=[CH:32][C:31]([N:34]3[CH2:39][CH2:38][O:37][CH2:36][C:35]3=[O:40])=[CH:30][CH:29]=2)[CH2:15]1.[N+:42]([C:45]1[CH:53]=[CH:52][C:48]([C:49](O)=[O:50])=[CH:47][CH:46]=1)([O-:44])=[O:43].C1(P(C2C=CC=CC=2)C2C=CC=CC=2)C=CC=CC=1.